The task is: Regression. Given a target protein amino acid sequence and a drug SMILES string, predict the binding affinity score between them. We predict pKd (pKd = -log10(Kd in M); higher means stronger binding). Dataset: bindingdb_kd.. This data is from Drug-target binding data from BindingDB using Kd measurements. The drug is CCCCCO[C@H]1O[C@H](COS(=O)(=O)[O-])[C@@H](O[C@@H]2O[C@@H](C(=O)[O-])[C@@H](O[C@H]3O[C@H](COS(=O)(=O)[O-])[C@@H](O[C@@H]4O[C@@H](C(=O)[O-])[C@@H](O[C@H]5O[C@H](COS(=O)(=O)[O-])[C@@H](O[C@@H]6O[C@@H](C(=O)[O-])[C@@H](O)[C@H](O)[C@H]6OS(=O)(=O)[O-])[C@H](O)[C@H]5NC(C)=O)[C@H](O)[C@H]4OS(=O)(=O)[O-])[C@H](O)[C@H]3NC(C)=O)[C@H](O)[C@H]2OS(=O)(=O)[O-])[C@H](O)[C@H]1NC(C)=O.[Na+].[Na+].[Na+].[Na+].[Na+].[Na+].[Na+].[Na+].[Na+]. The target protein (P12643) has sequence MVAGTRCLLALLLPQVLLGGAAGLVPELGRRKFAAASSGRPSSQPSDEVLSEFELRLLSMFGLKQRPTPSRDAVVPPYMLDLYRRHSGQPGSPAPDHRLERAASRANTVRSFHHEESLEELPETSGKTTRRFFFNLSSIPTEEFITSAELQVFREQMQDALGNNSSFHHRINIYEIIKPATANSKFPVTRLLDTRLVNQNASRWESFDVTPAVMRWTAQGHANHGFVVEVAHLEEKQGVSKRHVRISRSLHQDEHSWSQIRPLLVTFGHDGKGHPLHKREKRQAKHKQRKRLKSSCKRHPLYVDFSDVGWNDWIVAPPGYHAFYCHGECPFPLADHLNSTNHAIVQTLVNSVNSKIPKACCVPTELSAISMLYLDENEKVVLKNYQDMVVEGCGCR. The pKd is 4.6.